This data is from Full USPTO retrosynthesis dataset with 1.9M reactions from patents (1976-2016). The task is: Predict the reactants needed to synthesize the given product. (1) Given the product [CH3:33][N:34]([CH3:35])[C:26]1[CH:27]=[C:28]([N:3]2[CH2:4][CH2:5][C@H:6]3[C@H:1]([N:8]([C:9]([C:11]4[CH:16]=[CH:15][CH:14]=[CH:13][C:12]=4[C:17]4[O:21][N:20]=[C:19]([CH3:22])[N:18]=4)=[O:10])[CH2:7]3)[CH2:2]2)[N:29]=[CH:24][N:25]=1, predict the reactants needed to synthesize it. The reactants are: [C@H:1]12[N:8]([C:9]([C:11]3[CH:16]=[CH:15][CH:14]=[CH:13][C:12]=3[C:17]3[O:21][N:20]=[C:19]([CH3:22])[N:18]=3)=[O:10])[CH2:7][C@H:6]1[CH2:5][CH2:4][NH:3][CH2:2]2.Cl[C:24]1[N:29]=[C:28](C)[CH:27]=[C:26](C)[N:25]=1.C[CH2:33][N:34](C(C)C)[CH:35](C)C. (2) Given the product [OH:31][C:16]1[C:17]([CH3:30])=[CH:18][C:19]([C:2]2[N:7]=[N:6][C:5]([O:8][CH3:9])=[C:4]([C:10](=[O:13])[CH2:11][CH3:12])[CH:3]=2)=[CH:20][C:15]=1[CH3:14], predict the reactants needed to synthesize it. The reactants are: Cl[C:2]1[N:7]=[N:6][C:5]([O:8][CH3:9])=[C:4]([C:10](=[O:13])[CH2:11][CH3:12])[CH:3]=1.[CH3:14][C:15]1[CH:20]=[C:19](B2OC(C)(C)C(C)(C)O2)[CH:18]=[C:17]([CH3:30])[C:16]=1[OH:31].C(=O)([O-])[O-].[Na+].[Na+].C(=O)(O)[O-].[Na+]. (3) Given the product [ClH:1].[F:5][C:6]1[CH:11]=[CH:10][C:9]([CH:12]([N:34]2[CH2:39][CH2:38][N:37]([CH3:40])[CH2:36][CH2:35]2)[CH2:13][N:14]2[CH2:19][CH2:18][N:17]([CH2:20][CH2:21][CH2:22][CH2:23][C:24]3[C:33]4[C:28](=[CH:29][CH:30]=[CH:31][CH:32]=4)[CH:27]=[CH:26][CH:25]=3)[CH2:16][CH2:15]2)=[CH:8][CH:7]=1, predict the reactants needed to synthesize it. The reactants are: [ClH:1].Cl.Cl.Cl.[F:5][C:6]1[CH:11]=[CH:10][C:9]([CH:12]([N:34]2[CH2:39][CH2:38][N:37]([CH3:40])[CH2:36][CH2:35]2)[CH2:13][N:14]2[CH2:19][CH2:18][N:17]([CH2:20][CH2:21][CH2:22][CH2:23][C:24]3[C:33]4[C:28](=[CH:29][CH:30]=[CH:31][CH:32]=4)[CH:27]=[CH:26][CH:25]=3)[CH2:16][CH2:15]2)=[CH:8][CH:7]=1.CCCCCC.C(O)(C)C.C(NCC)C.